From a dataset of Full USPTO retrosynthesis dataset with 1.9M reactions from patents (1976-2016). Predict the reactants needed to synthesize the given product. (1) Given the product [C:4]([C:5]1[CH:6]=[CH:7][C:8]([O:11][C:12]([F:13])([F:14])[F:15])=[CH:9][CH:10]=1)#[CH:3], predict the reactants needed to synthesize it. The reactants are: C[Si](C)(C)[C:3]#[C:4][C:5]1[CH:10]=[CH:9][C:8]([O:11][C:12]([F:15])([F:14])[F:13])=[CH:7][CH:6]=1.CCCC[N+](CCCC)(CCCC)CCCC.[F-]. (2) Given the product [NH2:8][C:7]1[N:2]=[CH:3][N:4]=[C:5]2[C:6]=1[NH:10][C:11](=[S:12])[NH:13]2, predict the reactants needed to synthesize it. The reactants are: N[N:2]1[C:7]([NH2:8])=[C:6](N)[CH:5]=[N:4][CH2:3]1.[NH2:10][C:11]([NH2:13])=[S:12]. (3) Given the product [ClH:69].[CH3:1][C@H:2]([NH:9][C:10]([NH:12][C:13]1[N:28]=[C:16]2[N:17]=[CH:18][CH:19]=[C:20]([C:21]3[CH:22]=[CH:23][C:24]([O:27][CH2:36][CH2:35][N:29]4[CH2:34][CH2:33][O:32][CH2:31][CH2:30]4)=[CH:25][CH:26]=3)[N:15]2[N:14]=1)=[O:11])[CH2:3][CH2:4][CH2:5][CH:6]([CH3:7])[CH3:8], predict the reactants needed to synthesize it. The reactants are: [CH3:1][C@H:2]([NH:9][C:10]([NH:12][C:13]1[N:28]=[C:16]2[N:17]=[CH:18][CH:19]=[C:20]([C:21]3[CH:26]=[CH:25][C:24]([OH:27])=[CH:23][CH:22]=3)[N:15]2[N:14]=1)=[O:11])[CH2:3][CH2:4][CH2:5][CH:6]([CH3:8])[CH3:7].[N:29]1([CH2:35][CH2:36]O)[CH2:34][CH2:33][O:32][CH2:31][CH2:30]1.C1(P(C2C=CC=CC=2)C2C=CC=CC=2)C=CC=CC=1.N(C(OCC)=O)=NC(OCC)=O.[ClH:69].